From a dataset of Full USPTO retrosynthesis dataset with 1.9M reactions from patents (1976-2016). Predict the reactants needed to synthesize the given product. (1) Given the product [NH2:1][C:2]1[N:10]=[CH:9][N:8]=[C:7]2[C:3]=1[N:4]=[C:5]([NH:14][C:15]1[CH:16]=[N:17][CH:18]=[CH:19][CH:20]=1)[N:6]2[CH2:11][CH2:12][Cl:23], predict the reactants needed to synthesize it. The reactants are: [NH2:1][C:2]1[N:10]=[CH:9][N:8]=[C:7]2[C:3]=1[N:4]=[C:5]([NH:14][C:15]1[CH:16]=[N:17][CH:18]=[CH:19][CH:20]=1)[N:6]2[CH2:11][CH2:12]O.O=S(Cl)[Cl:23]. (2) Given the product [F:1][C:2]1[CH:3]=[CH:4][C:5]([C:8]2[N:9]=[N:10][S:11][C:12]=2/[CH:13]=[CH:23]/[C:24]([OH:26])=[O:25])=[CH:6][CH:7]=1, predict the reactants needed to synthesize it. The reactants are: [F:1][C:2]1[CH:7]=[CH:6][C:5]([C:8]2[N:9]=[N:10][S:11][C:12]=2[CH:13]=O)=[CH:4][CH:3]=1.C(OP([CH2:23][C:24]([O:26]CC)=[O:25])(OCC)=O)C.[H-].[Na+].Cl. (3) Given the product [S:26]1[CH:30]=[CH:29][C:28]2[CH:31]=[CH:32][CH:33]=[C:34]([CH2:35][NH:36][C:22]([C:10]3[N:11]=[C:12]4[N:17]([C:18](=[O:19])[C:9]=3[O:8][CH2:1][C:2]3[CH:7]=[CH:6][CH:5]=[CH:4][CH:3]=3)[CH2:16][CH2:15][O:14][C:13]4([CH3:20])[CH3:21])=[O:24])[C:27]1=2, predict the reactants needed to synthesize it. The reactants are: [CH2:1]([O:8][C:9]1[C:18](=[O:19])[N:17]2[C:12]([C:13]([CH3:21])([CH3:20])[O:14][CH2:15][CH2:16]2)=[N:11][C:10]=1[C:22]([OH:24])=O)[C:2]1[CH:7]=[CH:6][CH:5]=[CH:4][CH:3]=1.Cl.[S:26]1[CH:30]=[CH:29][C:28]2[CH:31]=[CH:32][CH:33]=[C:34]([CH2:35][NH2:36])[C:27]1=2.F[P-](F)(F)(F)(F)F.N1(O[P+](N2CCCC2)(N2CCCC2)N2CCCC2)C2C=CC=CC=2N=N1.C(N(C(C)C)CC)(C)C. (4) Given the product [CH3:30][CH:31]([CH3:34])[C:32]#[C:33][C:2]1[CH:23]=[CH:22][C:5]([C:6]([NH:8][S:9]([C:12]2[CH:17]=[CH:16][CH:15]=[CH:14][C:13]=2[S:18](=[O:21])(=[O:20])[NH2:19])(=[O:11])=[O:10])=[O:7])=[CH:4][C:3]=1[O:24][CH2:25][C:26]([F:29])([F:28])[F:27], predict the reactants needed to synthesize it. The reactants are: Br[C:2]1[CH:23]=[CH:22][C:5]([C:6]([NH:8][S:9]([C:12]2[CH:17]=[CH:16][CH:15]=[CH:14][C:13]=2[S:18](=[O:21])(=[O:20])[NH2:19])(=[O:11])=[O:10])=[O:7])=[CH:4][C:3]=1[O:24][CH2:25][C:26]([F:29])([F:28])[F:27].[CH3:30][CH:31]([CH3:34])[C:32]#[CH:33].